From a dataset of Forward reaction prediction with 1.9M reactions from USPTO patents (1976-2016). Predict the product of the given reaction. (1) Given the reactants [Cl:1][C:2]1[CH:3]=[C:4]([CH:9]2[O:14][CH2:13][CH2:12][NH:11][CH2:10]2)[CH:5]=[C:6]([Cl:8])[CH:7]=1.[F:15][C:16]([F:21])([F:20])[C@@H:17]1[CH2:19][O:18]1, predict the reaction product. The product is: [Cl:8][C:6]1[CH:5]=[C:4]([CH:9]2[CH2:10][N:11]([CH2:19][C@H:17]([OH:18])[C:16]([F:21])([F:20])[F:15])[CH2:12][CH2:13][O:14]2)[CH:3]=[C:2]([Cl:1])[CH:7]=1. (2) Given the reactants Cl[C:2]1[N:7]=[C:6]([Cl:8])[CH:5]=[CH:4][N:3]=1.[CH3:9][C:10]([CH3:13])([O-:12])[CH3:11].[K+].C(OCC)(=O)C, predict the reaction product. The product is: [C:10]([O:12][C:2]1[N:7]=[C:6]([Cl:8])[CH:5]=[CH:4][N:3]=1)([CH3:13])([CH3:11])[CH3:9]. (3) Given the reactants [C:1]1([C:25]2[CH:30]=[CH:29][CH:28]=[CH:27][CH:26]=2)[CH:6]=[CH:5][C:4]([CH2:7][N:8]2[CH:16]=[C:15]3[C:10]([N:11]=[C:12]([NH:19][C:20]([CH3:24])([CH3:23])[CH2:21]O)[N:13]([CH3:18])[C:14]3=[O:17])=[N:9]2)=[CH:3][CH:2]=1.S(Cl)(Cl)=O, predict the reaction product. The product is: [C:1]1([C:25]2[CH:30]=[CH:29][CH:28]=[CH:27][CH:26]=2)[CH:2]=[CH:3][C:4]([CH2:7][N:8]2[CH:16]=[C:15]3[C:14](=[O:17])[N:13]([CH3:18])[C:12]4[N:11]([CH2:24][C:20]([CH3:23])([CH3:21])[N:19]=4)[C:10]3=[N:9]2)=[CH:5][CH:6]=1. (4) The product is: [CH2:29]([N:10]1[CH2:9][CH2:8][N:7]([C:11]2[C:20]3[N:19]=[C:18]([C:21]([F:23])([F:24])[F:22])[S:17][C:16]=3[NH:15][C:14]3[CH:25]=[CH:26][CH:27]=[CH:28][C:13]=3[N:12]=2)[CH2:6][C@@H:5]1[CH2:4][CH2:3][O:2][CH3:1])[CH3:30]. Given the reactants [CH3:1][O:2][CH2:3][CH2:4][C@@H:5]1[NH:10][CH2:9][CH2:8][N:7]([C:11]2[C:20]3[N:19]=[C:18]([C:21]([F:24])([F:23])[F:22])[S:17][C:16]=3[NH:15][C:14]3[CH:25]=[CH:26][CH:27]=[CH:28][C:13]=3[N:12]=2)[CH2:6]1.[CH:29](=O)[CH3:30], predict the reaction product. (5) Given the reactants [NH2:1][C@H:2]([CH2:5][N:6]([CH2:13][CH3:14])[C:7]1[CH:12]=[CH:11][CH:10]=[CH:9][CH:8]=1)[CH2:3][OH:4].C(=O)([O-])[O-].[K+].[K+].[N:21]#[C:22]Br, predict the reaction product. The product is: [CH2:13]([N:6]([CH2:5][C@@H:2]1[CH2:3][O:4][C:22]([NH2:21])=[N:1]1)[C:7]1[CH:12]=[CH:11][CH:10]=[CH:9][CH:8]=1)[CH3:14]. (6) The product is: [C:25]1([C:28]2[CH:33]=[CH:32][CH:31]=[CH:30][CH:29]=2)[CH:26]=[CH:27][C:22]([C:21]2[NH:20][C:19]([C:34]3[CH:39]=[CH:38][C:37]([C:40]([F:43])([F:42])[F:41])=[CH:36][CH:35]=3)=[N:18][C:17]=2[C:15]([NH:14][C@@H:4]([CH2:5][S:6]([CH2:7][C:8]2[CH:13]=[CH:12][CH:11]=[CH:10][CH:9]=2)=[O:45])[C:3]([OH:2])=[O:44])=[O:16])=[CH:23][CH:24]=1. Given the reactants C[O:2][C:3](=[O:44])[CH:4]([NH:14][C:15]([C:17]1[N:18]=[C:19]([C:34]2[CH:39]=[CH:38][C:37]([C:40]([F:43])([F:42])[F:41])=[CH:36][CH:35]=2)[NH:20][C:21]=1[C:22]1[CH:27]=[CH:26][C:25]([C:28]2[CH:33]=[CH:32][CH:31]=[CH:30][CH:29]=2)=[CH:24][CH:23]=1)=[O:16])[CH2:5][S:6][CH2:7][C:8]1[CH:13]=[CH:12][CH:11]=[CH:10][CH:9]=1.[OH-:45].[Na+], predict the reaction product. (7) Given the reactants [NH2:1][C:2]1[N:3]=[CH:4][C:5]2[CH2:11][N:10]([C:12]3[C:13](=[O:19])[NH:14][CH:15]=[CH:16][C:17]=3[CH3:18])[CH2:9][CH2:8][C:6]=2[N:7]=1.I[C:21]1[CH:25]=[CH:24][S:23][CH:22]=1.CNCCNC.P([O-])([O-])([O-])=O.[K+].[K+].[K+], predict the reaction product. The product is: [NH2:1][C:2]1[N:3]=[CH:4][C:5]2[CH2:11][N:10]([C:12]3[C:13](=[O:19])[N:14]([C:21]4[CH:25]=[CH:24][S:23][CH:22]=4)[CH:15]=[CH:16][C:17]=3[CH3:18])[CH2:9][CH2:8][C:6]=2[N:7]=1. (8) Given the reactants [Br:1][C:2]1[CH:3]=[C:4]([C:8]([OH:10])=[O:9])[O:5][C:6]=1Br.O.CC(O)=O, predict the reaction product. The product is: [Br:1][C:2]1[CH:3]=[C:4]([C:8]([OH:10])=[O:9])[O:5][CH:6]=1. (9) Given the reactants C(OC(=O)[NH:7][CH2:8][C:9]1[CH:42]=[CH:41][C:12]2[N:13]([CH2:34][CH2:35][CH2:36][S:37]([CH3:40])(=[O:39])=[O:38])[C:14]([CH2:16][N:17]3[C:26]4[C:21](=[CH:22][CH:23]=[CH:24][CH:25]=4)[C:20](=[O:27])[N:19]([CH2:28][C:29]([F:32])([F:31])[F:30])[C:18]3=[O:33])=[N:15][C:11]=2[CH:10]=1)(C)(C)C.Cl, predict the reaction product. The product is: [NH2:7][CH2:8][C:9]1[CH:42]=[CH:41][C:12]2[N:13]([CH2:34][CH2:35][CH2:36][S:37]([CH3:40])(=[O:38])=[O:39])[C:14]([CH2:16][N:17]3[C:26]4[C:21](=[CH:22][CH:23]=[CH:24][CH:25]=4)[C:20](=[O:27])[N:19]([CH2:28][C:29]([F:31])([F:30])[F:32])[C:18]3=[O:33])=[N:15][C:11]=2[CH:10]=1.